From a dataset of Forward reaction prediction with 1.9M reactions from USPTO patents (1976-2016). Predict the product of the given reaction. (1) Given the reactants [OH:1][CH2:2][C:3]1[CH:8]=[CH:7][N:6]2[N:9]=[CH:10][C:11]([C:12]([O:14][CH3:15])=[O:13])=[C:5]2[CH:4]=1, predict the reaction product. The product is: [CH:2]([C:3]1[CH:8]=[CH:7][N:6]2[N:9]=[CH:10][C:11]([C:12]([O:14][CH3:15])=[O:13])=[C:5]2[CH:4]=1)=[O:1]. (2) Given the reactants [NH2:1][C:2]1[CH:21]=[CH:20][C:5]([CH2:6][C:7]2[N:12]=[C:11]([Cl:13])[C:10]([CH2:14][C:15]([O:17][CH3:18])=[O:16])=[C:9]([Cl:19])[N:8]=2)=[CH:4][CH:3]=1.[CH:22]1[C:31]2[C:26](=[CH:27][CH:28]=[CH:29][CH:30]=2)[CH:25]=[CH:24][C:23]=1[C:32](O)=[O:33].CCOC(C)=O, predict the reaction product. The product is: [Cl:19][C:9]1[C:10]([CH2:14][C:15]([O:17][CH3:18])=[O:16])=[C:11]([Cl:13])[N:12]=[C:7]([CH2:6][C:5]2[CH:4]=[CH:3][C:2]([NH:1][C:32]([C:23]3[CH:24]=[CH:25][C:26]4[C:31](=[CH:30][CH:29]=[CH:28][CH:27]=4)[CH:22]=3)=[O:33])=[CH:21][CH:20]=2)[N:8]=1. (3) Given the reactants [Cl:1][C:2]1[C:7]([CH:8]=O)=[C:6](Cl)[CH:5]=[C:4]([CH3:11])[N:3]=1.O.[NH2:13][NH2:14], predict the reaction product. The product is: [Cl:1][C:2]1[C:7]2[CH:8]=[N:13][NH:14][C:6]=2[CH:5]=[C:4]([CH3:11])[N:3]=1. (4) Given the reactants Br[C:2]1[S:3][CH:4]=[C:5]([C:7]([NH:9][C:10]2[CH:11]=[N:12][N:13]([CH3:31])[C:14]=2[C@H:15]2[O:21][CH2:20][C@H:19]([F:22])[C@H:18]([NH:23]C(=O)OC(C)(C)C)[CH2:17][CH2:16]2)=[O:8])[N:6]=1.[F:32][C:33]1[CH:34]=[N:35][CH:36]=[C:37]([F:42])[C:38]=1B(O)O, predict the reaction product. The product is: [NH2:23][C@H:18]1[C@@H:19]([F:22])[CH2:20][O:21][C@H:15]([C:14]2[N:13]([CH3:31])[N:12]=[CH:11][C:10]=2[NH:9][C:7]([C:5]2[N:6]=[C:2]([C:38]3[C:37]([F:42])=[CH:36][N:35]=[CH:34][C:33]=3[F:32])[S:3][CH:4]=2)=[O:8])[CH2:16][CH2:17]1. (5) Given the reactants [OH:1][C:2]1[CH:7]=[CH:6][C:5]([CH3:8])=[CH:4][C:3]=1[C:9](=[O:22])[CH2:10][CH2:11][CH2:12][CH2:13][CH2:14][CH2:15][CH2:16][CH2:17][C:18]([O:20][CH3:21])=[O:19].Cl[C:24]1[C:33]2[C:28](=[CH:29][C:30]([O:36][CH3:37])=[C:31]([O:34][CH3:35])[CH:32]=2)[N:27]=[CH:26][CH:25]=1, predict the reaction product. The product is: [CH3:35][O:34][C:31]1[CH:32]=[C:33]2[C:28](=[CH:29][C:30]=1[O:36][CH3:37])[N:27]=[CH:26][CH:25]=[C:24]2[O:1][C:2]1[CH:7]=[CH:6][C:5]([CH3:8])=[CH:4][C:3]=1[C:9](=[O:22])[CH2:10][CH2:11][CH2:12][CH2:13][CH2:14][CH2:15][CH2:16][CH2:17][C:18]([O:20][CH3:21])=[O:19]. (6) Given the reactants [NH:1]1[C:9]2[C:4](=[CH:5][C:6]([N:10]3[CH2:15][CH2:14][N:13]([CH2:16][C:17]([N:19]([CH:23]4[CH2:32][CH2:31][C:30]5[C:25](=[CH:26][C:27]([O:33]C)=[CH:28][CH:29]=5)[CH2:24]4)[CH2:20][CH2:21][CH3:22])=O)[CH2:12][CH2:11]3)=[CH:7][CH:8]=2)[CH:3]=[CH:2]1.B.C1COCC1.CO, predict the reaction product. The product is: [NH:1]1[C:9]2[C:4](=[CH:5][C:6]([N:10]3[CH2:11][CH2:12][N:13]([CH2:16][CH2:17][N:19]([CH2:20][CH2:21][CH3:22])[CH:23]4[CH2:24][C:25]5[CH:26]=[C:27]([OH:33])[CH:28]=[CH:29][C:30]=5[CH2:31][CH2:32]4)[CH2:14][CH2:15]3)=[CH:7][CH:8]=2)[CH:3]=[CH:2]1. (7) The product is: [F:38][C:32]1[CH:33]=[CH:34][CH:35]=[C:36]([F:37])[C:31]=1[CH2:30][O:29][C:28]1[C:23]2[N:24]([C:20]([C:18]3[CH:17]=[N:16][N:15]([CH2:14][CH2:13][N:5]4[CH2:6][CH2:7][N:2]([CH3:1])[CH2:3][CH2:4]4)[CH:19]=3)=[C:21]([CH3:40])[N:22]=2)[CH:25]=[C:26]([CH3:39])[CH:27]=1. Given the reactants [CH3:1][N:2]1[CH2:7][CH2:6][NH:5][CH2:4][CH2:3]1.CS(O[CH2:13][CH2:14][N:15]1[CH:19]=[C:18]([C:20]2[N:24]3[CH:25]=[C:26]([CH3:39])[CH:27]=[C:28]([O:29][CH2:30][C:31]4[C:36]([F:37])=[CH:35][CH:34]=[CH:33][C:32]=4[F:38])[C:23]3=[N:22][C:21]=2[CH3:40])[CH:17]=[N:16]1)(=O)=O.C(N(CC)C(C)C)(C)C.[I-].[Na+], predict the reaction product.